Dataset: Full USPTO retrosynthesis dataset with 1.9M reactions from patents (1976-2016). Task: Predict the reactants needed to synthesize the given product. (1) Given the product [C:1]([C:3]1([NH:6][C:7]([C@@H:9]2[CH2:13][C@@H:12]([S:14]([C:17]3[CH:22]=[CH:21][C:20]([O:23][CH2:24][C:25]([F:26])([F:27])[F:28])=[CH:19][C:18]=3[C:29]([F:31])([F:32])[F:30])(=[O:16])=[O:15])[CH2:11][N:10]2[C:38]([C:35]2([C:34]([F:42])([F:41])[F:33])[CH2:37][CH2:36]2)=[O:39])=[O:8])[CH2:5][CH2:4]1)#[N:2], predict the reactants needed to synthesize it. The reactants are: [C:1]([C:3]1([NH:6][C:7]([C@@H:9]2[CH2:13][C@@H:12]([S:14]([C:17]3[CH:22]=[CH:21][C:20]([O:23][CH2:24][C:25]([F:28])([F:27])[F:26])=[CH:19][C:18]=3[C:29]([F:32])([F:31])[F:30])(=[O:16])=[O:15])[CH2:11][NH:10]2)=[O:8])[CH2:5][CH2:4]1)#[N:2].[F:33][C:34]([F:42])([F:41])[C:35]1([C:38](O)=[O:39])[CH2:37][CH2:36]1.CN(C(ON1N=NC2C=CC=NC1=2)=[N+](C)C)C.F[P-](F)(F)(F)(F)F.CCN(C(C)C)C(C)C.C(OC(C)=O)(C)C. (2) Given the product [NH2:12][C:5]1[CH:6]=[C:7]([C:8]([F:11])([F:10])[F:9])[C:2]([CH3:1])=[C:3]([N:15]2[C:19](=[O:20])[N:18]([CH3:21])[N:17]=[N:16]2)[CH:4]=1, predict the reactants needed to synthesize it. The reactants are: [CH3:1][C:2]1[C:7]([C:8]([F:11])([F:10])[F:9])=[CH:6][C:5]([N+:12]([O-])=O)=[CH:4][C:3]=1[N:15]1[C:19](=[O:20])[N:18]([CH3:21])[N:17]=[N:16]1. (3) Given the product [CH2:25]([O:24][C:18](=[O:23])[CH2:19][C:2]1[CH:7]=[CH:6][C:5]([S:8]([N:11]2[CH2:16][CH2:15][N:14]([CH3:17])[CH2:13][CH2:12]2)(=[O:10])=[O:9])=[CH:4][CH:3]=1)[CH3:26], predict the reactants needed to synthesize it. The reactants are: Br[C:2]1[CH:7]=[CH:6][C:5]([S:8]([N:11]2[CH2:16][CH2:15][N:14]([CH3:17])[CH2:13][CH2:12]2)(=[O:10])=[O:9])=[CH:4][CH:3]=1.[C:18]([O:24][CH2:25][CH3:26])(=[O:23])[CH2:19]C(C)=O.C(P(C(C)(C)C)C1(C)CC=CC=C1C1C=CC=CC=1)(C)(C)C.P([O-])([O-])([O-])=O.[K+].[K+].[K+]. (4) Given the product [O:1]1[C:5]2([CH2:10][CH2:9][N:8]([C:11]3[CH:16]=[CH:15][C:14]([N:17]4[CH2:21][C@H:20]([CH2:22][N:23]5[CH:29]=[CH:28][N:25]=[N:24]5)[O:19][C:18]4=[O:26])=[CH:13][C:12]=3[F:27])[CH2:7][CH2:6]2)[O:4][CH2:3][CH2:2]1, predict the reactants needed to synthesize it. The reactants are: [O:1]1[C:5]2([CH2:10][CH2:9][N:8]([C:11]3[CH:16]=[CH:15][C:14]([N:17]4[CH2:21][C@H:20]([CH2:22][N:23]=[N+:24]=[N-:25])[O:19][C:18]4=[O:26])=[CH:13][C:12]=3[F:27])[CH2:7][CH2:6]2)[O:4][CH2:3][CH2:2]1.[C:28]12CC(CC1)=C[CH:29]=2. (5) Given the product [C:20]([O:13][CH:9]([CH2:10][C:11]#[CH:12])[CH:8]=[CH:7][C:1]1[CH:6]=[CH:5][CH:4]=[CH:3][CH:2]=1)(=[O:22])[CH3:21], predict the reactants needed to synthesize it. The reactants are: [C:1]1([CH:7]=[CH:8][CH:9]([OH:13])[CH2:10][C:11]#[CH:12])[CH:6]=[CH:5][CH:4]=[CH:3][CH:2]=1.N1C=CC=CC=1.[C:20](OC(=O)C)(=[O:22])[CH3:21]. (6) Given the product [CH2:9]([S:8][C:6](=[O:7])[CH:5]([CH:11]1[CH2:15][CH2:14][C:13]2([O:20][CH2:19][CH2:18][O:16]2)[CH2:12]1)[C:4]([S:3][CH2:1][CH3:2])=[O:17])[CH3:10], predict the reactants needed to synthesize it. The reactants are: [CH2:1]([S:3][C:4](=[O:17])[CH:5]([CH:11]1[CH2:15][CH2:14][C:13](=[O:16])[CH2:12]1)[C:6]([S:8][CH2:9][CH3:10])=[O:7])[CH3:2].[CH2:18](O)[CH2:19][OH:20].C1(C)C=CC(S(O)(=O)=O)=CC=1. (7) Given the product [CH3:1][O:2][NH:3][CH:4]([CH:6]1[CH2:11][CH2:10][C:9]([CH3:12])=[CH:8][C:7]1([CH3:13])[CH3:14])[CH3:5], predict the reactants needed to synthesize it. The reactants are: [CH3:1][O:2][N:3]=[C:4]([CH:6]1[CH2:11][CH2:10][C:9]([CH3:12])=[CH:8][C:7]1([CH3:14])[CH3:13])[CH3:5].C([BH3-])#N.[Na+].